From a dataset of Catalyst prediction with 721,799 reactions and 888 catalyst types from USPTO. Predict which catalyst facilitates the given reaction. (1) Product: [CH3:43][O:42][C:41](=[O:44])[NH:1][CH:2]1[CH2:7][CH2:6][N:5]([C:8]2[CH:13]=[C:12]([C:14]#[N:15])[CH:11]=[C:10]([NH:16][C:17]3[N:22]=[C:21]([NH:23][CH2:24][CH3:25])[C:20]4=[N:26][CH:27]=[C:28]([C:29]#[N:30])[N:19]4[N:18]=3)[C:9]=2[Cl:31])[CH2:4][CH2:3]1. The catalyst class is: 92. Reactant: [NH2:1][CH:2]1[CH2:7][CH2:6][N:5]([C:8]2[C:9]([Cl:31])=[C:10]([NH:16][C:17]3[N:22]=[C:21]([NH:23][CH2:24][CH3:25])[C:20]4=[N:26][CH:27]=[C:28]([C:29]#[N:30])[N:19]4[N:18]=3)[CH:11]=[C:12]([C:14]#[N:15])[CH:13]=2)[CH2:4][CH2:3]1.C(N(CC)C(C)C)(C)C.[C:41](Cl)(=[O:44])[O:42][CH3:43]. (2) Reactant: [CH2:1]([CH:8]1[C:13](=[O:14])[C:12]([Br:15])=[CH:11][N:10]=[CH:9]1)[C:2]1[CH:7]=[CH:6][CH:5]=[CH:4][CH:3]=1.CC[O-].[Na+].[CH2:20](Cl)[C:21]1[CH:26]=[CH:25][CH:24]=[CH:23][CH:22]=1. Product: [CH2:20]([N:10]1[CH:11]=[C:12]([Br:15])[C:13](=[O:14])[C:8]([CH2:1][C:2]2[CH:3]=[CH:4][CH:5]=[CH:6][CH:7]=2)=[CH:9]1)[C:21]1[CH:26]=[CH:25][CH:24]=[CH:23][CH:22]=1. The catalyst class is: 8. (3) Reactant: [OH:1][C:2]1[CH:15]=[CH:14][C:5]([C:6]([C:8]2[CH:13]=[CH:12][CH:11]=[CH:10][CH:9]=2)=[O:7])=[CH:4][CH:3]=1.[C:16]([C:25]1[CH:30]=[CH:29][C:28]([OH:31])=[CH:27][CH:26]=1)([C:19]1[CH:24]=[CH:23][CH:22]=[CH:21][CH:20]=1)([CH3:18])[CH3:17].C(N(CC)CC)C.O=C([O-])[C@@H]([C@H]([C@@H]([C@@H](CO)O)O)O)O.[Na+].[OH-].[Na+].C(Cl)(Cl)=O. Product: [C:6]([C:8]1[CH:13]=[CH:12][CH:11]=[CH:10][CH:9]=1)(=[O:7])[C:5]1[CH:14]=[CH:15][CH:2]=[CH:3][CH:4]=1.[CH3:17][C:16]([C:19]1[CH:24]=[CH:23][C:22]([OH:1])=[CH:21][CH:20]=1)([C:25]1[CH:26]=[CH:27][C:28]([OH:31])=[CH:29][CH:30]=1)[CH3:18]. The catalyst class is: 232. (4) Reactant: I[C:2]1[CH:3]=[C:4]2[C:9](=[CH:10][CH:11]=1)[N:8]=[CH:7][C:6]([OH:12])=[CH:5]2.[Cl-].[C:14]([O:18][C:19](=[O:22])[CH2:20][Zn+])([CH3:17])([CH3:16])[CH3:15]. Product: [OH:12][C:6]1[CH:7]=[N:8][C:9]2[C:4]([CH:5]=1)=[CH:3][C:2]([CH2:20][C:19]([O:18][C:14]([CH3:17])([CH3:16])[CH3:15])=[O:22])=[CH:11][CH:10]=2. The catalyst class is: 176. (5) Reactant: [F:1][C:2]1[CH:3]=[C:4]([C:9]2[S:10][C:11]3[CH2:12][N:13]([C:18](=[O:20])[CH3:19])[CH2:14][CH2:15][C:16]=3[N:17]=2)[CH:5]=[CH:6][C:7]=1[OH:8].C1OCCOCCOCCOCCOC1.[H-].[Na+].BrC1C=CC(S(O[C@H:49]2[CH2:52][C@@H:51]([N:53]3[CH2:58][CH2:57][CH2:56][CH2:55][CH2:54]3)[CH2:50]2)(=O)=O)=CC=1. Product: [C:18]([N:13]1[CH2:14][CH2:15][C:16]2[N:17]=[C:9]([C:4]3[CH:5]=[CH:6][C:7]([O:8][C@H:49]4[CH2:52][C@H:51]([N:53]5[CH2:58][CH2:57][CH2:56][CH2:55][CH2:54]5)[CH2:50]4)=[C:2]([F:1])[CH:3]=3)[S:10][C:11]=2[CH2:12]1)(=[O:20])[CH3:19]. The catalyst class is: 30. (6) Reactant: [Cl:1][C:2]1[CH:3]=[C:4]([CH:8]=[C:9]([O:11][CH3:12])[N:10]=1)[C:5]([OH:7])=[O:6].[C:13]([O-])([O-])=O.[K+].[K+].CI. Product: [CH3:13][O:6][C:5](=[O:7])[C:4]1[CH:8]=[C:9]([O:11][CH3:12])[N:10]=[C:2]([Cl:1])[CH:3]=1. The catalyst class is: 3.